The task is: Predict the reactants needed to synthesize the given product.. This data is from Full USPTO retrosynthesis dataset with 1.9M reactions from patents (1976-2016). Given the product [ClH:15].[F:23][C:22]([F:25])([F:24])[C:19]1[CH:20]=[CH:21][C:8]([NH:7][C@H:3]2[CH2:4][CH2:5][CH2:6][C@@H:2]2[NH2:1])=[N:17][CH:18]=1, predict the reactants needed to synthesize it. The reactants are: [NH2:1][C@H:2]1[CH2:6][CH2:5][CH2:4][C@@H:3]1[NH:7][C:8](=O)OC(C)(C)C.[Cl:15]C1[CH:21]=[CH:20][C:19]([C:22]([F:25])([F:24])[F:23])=[CH:18][N:17]=1.CCN(C(C)C)C(C)C.Cl.O1CCOCC1.